This data is from Full USPTO retrosynthesis dataset with 1.9M reactions from patents (1976-2016). The task is: Predict the reactants needed to synthesize the given product. (1) Given the product [Cl:20][C:21]1[C:26]([Cl:27])=[CH:25][CH:24]=[CH:23][C:22]=1[N:28]1[CH2:33][CH2:32][N:31]([CH2:17][CH2:16][CH2:15][CH2:14][O:13][C:6]2[N:7]=[C:8]3[C:3]([C:2]([CH3:1])=[CH:11][C:10](=[O:12])[NH:9]3)=[CH:4][CH:5]=2)[CH2:30][CH2:29]1, predict the reactants needed to synthesize it. The reactants are: [CH3:1][C:2]1[C:3]2[CH:4]=[CH:5][C:6]([O:13][CH2:14][CH2:15][CH2:16][CH:17]=O)=[N:7][C:8]=2[NH:9][C:10](=[O:12])[CH:11]=1.Cl.[Cl:20][C:21]1[C:26]([Cl:27])=[CH:25][CH:24]=[CH:23][C:22]=1[N:28]1[CH2:33][CH2:32][NH:31][CH2:30][CH2:29]1.C(N(CC)CC)C.C(O[BH-](OC(=O)C)OC(=O)C)(=O)C.[Na+]. (2) Given the product [CH3:23][N:9]([C:10]1[CH:15]=[CH:14][CH:13]=[C:12]([N:16]2[CH2:17][CH2:18][N:19]([CH3:22])[CH2:20][CH2:21]2)[CH:11]=1)[C:6]1[CH:5]=[CH:4][C:3]([OH:2])=[CH:8][CH:7]=1, predict the reactants needed to synthesize it. The reactants are: C[O:2][C:3]1[CH:8]=[CH:7][C:6]([N:9]([CH3:23])[C:10]2[CH:15]=[CH:14][CH:13]=[C:12]([N:16]3[CH2:21][CH2:20][N:19]([CH3:22])[CH2:18][CH2:17]3)[CH:11]=2)=[CH:5][CH:4]=1.B(Br)(Br)Br.